Dataset: Forward reaction prediction with 1.9M reactions from USPTO patents (1976-2016). Task: Predict the product of the given reaction. (1) Given the reactants C([O:3][C:4](=[O:50])[CH2:5][CH2:6][CH2:7][O:8][C:9]1[CH:14]=[CH:13][CH:12]=[C:11]([CH2:15][CH2:16][CH2:17][CH2:18][CH2:19][CH2:20][O:21][C:22]2[CH:23]=[C:24]([C:36]3[CH:41]=[CH:40][CH:39]=[C:38]([F:42])[CH:37]=3)[CH:25]=[C:26]([O:28][CH2:29][C:30]3[CH:35]=[CH:34][CH:33]=[CH:32][CH:31]=3)[CH:27]=2)[C:10]=1[CH2:43][CH2:44][C:45]([O:47]CC)=[O:46])C.[OH-].[Na+], predict the reaction product. The product is: [CH2:29]([O:28][C:26]1[CH:27]=[C:22]([O:21][CH2:20][CH2:19][CH2:18][CH2:17][CH2:16][CH2:15][C:11]2[C:10]([CH2:43][CH2:44][C:45]([OH:47])=[O:46])=[C:9]([CH:14]=[CH:13][CH:12]=2)[O:8][CH2:7][CH2:6][CH2:5][C:4]([OH:50])=[O:3])[CH:23]=[C:24]([C:36]2[CH:41]=[CH:40][CH:39]=[C:38]([F:42])[CH:37]=2)[CH:25]=1)[C:30]1[CH:31]=[CH:32][CH:33]=[CH:34][CH:35]=1. (2) Given the reactants [C:1]([CH:9]([CH:15]([CH3:17])[CH3:16])[C:10]([O:12]CC)=O)(=O)[C:2]1[CH:7]=[CH:6][CH:5]=[CH:4][CH:3]=1.[NH2:18][C:19]1[NH:23][N:22]=[CH:21][C:20]=1[C:24]#[N:25], predict the reaction product. The product is: [CH:15]([C:9]1[C:10](=[O:12])[N:23]2[N:22]=[CH:21][C:20]([C:24]#[N:25])=[C:19]2[NH:18][C:1]=1[C:2]1[CH:3]=[CH:4][CH:5]=[CH:6][CH:7]=1)([CH3:16])[CH3:17]. (3) Given the reactants C(OC(=O)[NH:7][C:8]1([C:12]2[CH:17]=[CH:16][C:15]([C:18]3[N:19]=[C:20]4[CH:25]=[C:24]([C:26]#[C:27][Si:28]([CH3:31])([CH3:30])[CH3:29])[CH:23]=[CH:22][N:21]4[C:32]=3[C:33]3[CH:38]=[CH:37][CH:36]=[CH:35][CH:34]=3)=[CH:14][CH:13]=2)[CH2:11][CH2:10][CH2:9]1)(C)(C)C.Cl.O1CCOCC1, predict the reaction product. The product is: [C:33]1([C:32]2[N:21]3[CH:22]=[CH:23][C:24]([C:26]#[C:27][Si:28]([CH3:31])([CH3:29])[CH3:30])=[CH:25][C:20]3=[N:19][C:18]=2[C:15]2[CH:14]=[CH:13][C:12]([C:8]3([NH2:7])[CH2:11][CH2:10][CH2:9]3)=[CH:17][CH:16]=2)[CH:34]=[CH:35][CH:36]=[CH:37][CH:38]=1. (4) Given the reactants [NH:1]1[CH2:9][CH2:8][CH2:7][CH:3]([C:4]([OH:6])=[O:5])[CH2:2]1.C(=O)([O-])[O-].[Na+].[Na+].Cl[C:17]([O:19][CH2:20][C:21]1[CH:26]=[CH:25][CH:24]=[CH:23][CH:22]=1)=[O:18].[OH-].[Na+], predict the reaction product. The product is: [CH2:20]([O:19][C:17]([N:1]1[CH2:9][CH2:8][CH2:7][CH:3]([C:4]([OH:6])=[O:5])[CH2:2]1)=[O:18])[C:21]1[CH:26]=[CH:25][CH:24]=[CH:23][CH:22]=1. (5) Given the reactants [OH:1][S:2]([C:5]([F:8])([F:7])[F:6])(=[O:4])=[O:3].[CH:9]1[C:22]2[C:21](=[O:23])[C:20]3[C:15](=[CH:16][CH:17]=[CH:18][CH:19]=3)[S:14](=O)[C:13]=2[CH:12]=[CH:11][CH:10]=1.[CH3:25][O:26][C:27]1[CH:32]=[CH:31][CH:30]=[CH:29][C:28]=1[CH2:33][C:34]([O:36][CH3:37])=[O:35], predict the reaction product. The product is: [O-:4][S:2]([C:5]([F:8])([F:7])[F:6])(=[O:3])=[O:1].[CH3:25][O:26][C:27]1[CH:32]=[CH:31][C:30]([SH:14]2[C:15]3[C:20](=[CH:19][CH:18]=[CH:17][CH:16]=3)[C:21](=[O:23])[C:22]3[C+:9]=[CH:10][CH:11]=[CH:12][C:13]2=3)=[CH:29][C:28]=1[CH2:33][C:34]([O:36][CH3:37])=[O:35]. (6) Given the reactants [F:1][C:2]1[C:3]2[N:4]([N:18]=[C:19]([C:25]3[CH:30]=[CH:29][C:28]([F:31])=[CH:27][CH:26]=3)[C:20]=2[C:21](=[O:24])[NH:22][CH3:23])[CH:5]=[CH:6][C:7]=1[C:8]1[CH:9]=[C:10]([CH:14]=[CH:15][C:16]=1[CH3:17])[C:11]([OH:13])=[O:12].Cl.Cl.[N:34]1[CH:39]=[CH:38][CH:37]=[CH:36][C:35]=1[C:40]1([NH2:43])[CH2:42][CH2:41]1, predict the reaction product. The product is: [C:11]([O-:13])(=[O:12])[CH3:10].[NH4+:4].[F:1][C:2]1[C:3]2[N:4]([N:18]=[C:19]([C:25]3[CH:26]=[CH:27][C:28]([F:31])=[CH:29][CH:30]=3)[C:20]=2[C:21]([NH:22][CH3:23])=[O:24])[CH:5]=[CH:6][C:7]=1[C:8]1[CH:9]=[C:10]([C:11](=[O:13])[NH:43][C:40]2([C:35]3[CH:36]=[CH:37][CH:38]=[CH:39][N:34]=3)[CH2:42][CH2:41]2)[CH:14]=[CH:15][C:16]=1[CH3:17]. (7) Given the reactants [Cl:1][C:2]1[CH:7]=[CH:6][C:5]([N:8]([C@H:12]2[C:21]3[C:16](=[CH:17][CH:18]=[CH:19][CH:20]=3)[N:15]([C:22]([C:24]3[CH:25]=[N:26][C:27]([O:30][CH3:31])=[CH:28][CH:29]=3)=[O:23])[C@@H:14]([CH3:32])[CH2:13]2)[C:9](=[O:11])[CH3:10])=[CH:4][CH:3]=1.[Si](I)(C)(C)C.[Cl:38][C:39]1[CH:44]=[CH:43][C:42]([N:45]([C@H:49]2[C:58]3[C:53](=[CH:54][CH:55]=[CH:56][CH:57]=3)[N:52]([C:59]([C:61]3[CH:62]=[N:63][C:64]([OH:67])=[CH:65][CH:66]=3)=[O:60])[C@@H:51]([CH3:68])[CH2:50]2)[C:46](=[O:48])[CH3:47])=[CH:41][CH:40]=1.Br[CH2:70][CH2:71][C:72]([CH3:78])([CH3:77])[C:73]([O:75][CH3:76])=[O:74].[Al], predict the reaction product. The product is: [C:9]([N:8]([C:5]1[CH:6]=[CH:7][C:2]([Cl:1])=[CH:3][CH:4]=1)[C@H:12]1[C:21]2[C:16](=[CH:17][CH:18]=[CH:19][CH:20]=2)[N:15]([C:22]([C:24]2[CH:29]=[CH:28][C:27]([O:30][CH2:31][CH2:71][C:72]([CH3:78])([CH3:77])[C:73]([O:75][CH3:76])=[O:74])=[N:26][CH:25]=2)=[O:23])[C@@H:14]([CH3:32])[CH2:13]1)(=[O:11])[CH3:10].[C:46]([N:45]([C:42]1[CH:43]=[CH:44][C:39]([Cl:38])=[CH:40][CH:41]=1)[C@H:49]1[C:58]2[C:53](=[CH:54][CH:55]=[CH:56][CH:57]=2)[N:52]([C:59]([C:61]2[CH:66]=[CH:65][C:64](=[O:67])[N:63]([CH2:70][CH2:71][C:72]([CH3:78])([CH3:77])[C:73]([O:75][CH3:76])=[O:74])[CH:62]=2)=[O:60])[C@@H:51]([CH3:68])[CH2:50]1)(=[O:48])[CH3:47]. (8) Given the reactants C1(=O)O[CH2:4][CH2:3]C1.P(Br)(Br)Br.BrBr.O=S(Cl)Cl.[Br:17][CH2:18][CH2:19][CH:20]([C:22](Cl)=[O:23])[Br:21].C[N:26](C=O)C, predict the reaction product. The product is: [Br:17][CH2:18][CH2:19][CH:20]([C:22]([NH:26][CH2:3][CH3:4])=[O:23])[Br:21]. (9) Given the reactants [CH3:1][O:2][C:3]1[C:4]([N:18]2[CH2:23][CH2:22][O:21][CH2:20][CH2:19]2)=[N:5][C:6]([C:9]2[CH:14]=[CH:13][C:12]([N+:15]([O-])=O)=[CH:11][CH:10]=2)=[N:7][CH:8]=1, predict the reaction product. The product is: [CH3:1][O:2][C:3]1[C:4]([N:18]2[CH2:23][CH2:22][O:21][CH2:20][CH2:19]2)=[N:5][C:6]([C:9]2[CH:14]=[CH:13][C:12]([NH2:15])=[CH:11][CH:10]=2)=[N:7][CH:8]=1.